Dataset: Forward reaction prediction with 1.9M reactions from USPTO patents (1976-2016). Task: Predict the product of the given reaction. (1) The product is: [Si:10]([O:9][CH2:8][C:7]1[C:2]([C:17]#[N:18])=[N:3][CH:4]=[CH:5][CH:6]=1)([C:13]([CH3:16])([CH3:15])[CH3:14])([CH3:12])[CH3:11]. Given the reactants Br[C:2]1[C:7]([CH2:8][O:9][Si:10]([C:13]([CH3:16])([CH3:15])[CH3:14])([CH3:12])[CH3:11])=[CH:6][CH:5]=[CH:4][N:3]=1.[CH3:17][N:18](C=O)C, predict the reaction product. (2) Given the reactants BrCCBr.C[Si](Cl)(C)C.[C:10]([O:14][C:15]([N:17]1[CH2:20][CH:19](I)[CH2:18]1)=[O:16])([CH3:13])([CH3:12])[CH3:11].[Cl:22][C:23]1[C:28]2[S:29][C:30]([C:32]3[C:37]([Cl:38])=[CH:36][C:35](I)=[CH:34][C:33]=3[Cl:40])=[N:31][C:27]=2[CH:26]=[CH:25][N:24]=1.C(Cl)Cl, predict the reaction product. The product is: [C:10]([O:14][C:15]([N:17]1[CH2:20][CH:19]([C:35]2[CH:36]=[C:37]([Cl:38])[C:32]([C:30]3[S:29][C:28]4[C:23]([Cl:22])=[N:24][CH:25]=[CH:26][C:27]=4[N:31]=3)=[C:33]([Cl:40])[CH:34]=2)[CH2:18]1)=[O:16])([CH3:13])([CH3:12])[CH3:11]. (3) Given the reactants [CH2:1]1[O:9][C:8]2[CH:7]=[CH:6][C:5]([Br:10])=[CH:4][C:3]=2[O:2]1.[C:11]12(O)[CH2:20][CH:15]3[CH2:16][CH:17]([CH2:19][CH:13]([CH2:14]3)[CH2:12]1)[CH2:18]2.S(=O)(=O)(O)O, predict the reaction product. The product is: [C:11]12([C:7]3[CH:6]=[C:5]([Br:10])[CH:4]=[C:3]4[O:2][CH2:1][O:9][C:8]=34)[CH2:20][CH:15]3[CH2:16][CH:17]([CH2:19][CH:13]([CH2:14]3)[CH2:12]1)[CH2:18]2. (4) Given the reactants [H-].[Al+3].[Li+].[H-].[H-].[H-].[Cl:7][C:8]1[CH:9]=[C:10]([CH:23]2[CH2:28][CH2:27][CH2:26][CH2:25][CH2:24]2)[C:11]2[O:15][CH:14]([CH2:16][NH:17][C:18](=O)OC)[CH2:13][C:12]=2[CH:22]=1.Cl, predict the reaction product. The product is: [Cl:7][C:8]1[CH:9]=[C:10]([CH:23]2[CH2:28][CH2:27][CH2:26][CH2:25][CH2:24]2)[C:11]2[O:15][CH:14]([CH2:16][NH:17][CH3:18])[CH2:13][C:12]=2[CH:22]=1.